This data is from Forward reaction prediction with 1.9M reactions from USPTO patents (1976-2016). The task is: Predict the product of the given reaction. (1) The product is: [C:1]([OH:4])(=[O:3])[CH3:2].[CH2:5]([O:12][C:13]1[CH:18]=[CH:17][CH:16]=[CH:15][C:14]=1[N:19]([C:25]([O:27][CH2:28][C:29]1[CH:34]=[CH:33][CH:32]=[CH:31][CH:30]=1)=[O:26])[S:20]([CH3:23])(=[O:22])=[O:21])[C:6]1[CH:7]=[CH:8][CH:9]=[CH:10][CH:11]=1. Given the reactants [C:1]([OH:4])(=[O:3])[CH3:2].[CH2:5]([O:12][C:13]1[CH:18]=[CH:17][CH:16]=[CH:15][C:14]=1[NH:19][S:20]([CH3:23])(=[O:22])=[O:21])[C:6]1[CH:11]=[CH:10][CH:9]=[CH:8][CH:7]=1.Cl[C:25]([O:27][CH2:28][C:29]1[CH:34]=[CH:33][CH:32]=[CH:31][CH:30]=1)=[O:26].CN(C1C=CC=CN=1)C.C(N(CC)CC)C, predict the reaction product. (2) Given the reactants [CH2:1]([C@H:8]1[NH:23][C:22](=[O:24])[C@@H:21]([CH3:25])[NH:20][C:19](=[O:26])[CH2:18][C@@H:17](/[CH:27]=[CH:28]/[CH2:29][CH2:30][S:31]C(C2C=CC=CC=2)(C2C=CC=CC=2)C2C=CC=CC=2)[O:16][C:15](=[O:51])[CH2:14][NH:13][C:12](=[O:52])[C@@H:11]([CH:53]([CH3:55])[CH3:54])[NH:10][C:9]1=[O:56])[C:2]1[CH:7]=[CH:6][CH:5]=[CH:4][CH:3]=1.[SiH](CC)(CC)CC.C(O)(C(F)(F)F)=O, predict the reaction product. The product is: [CH2:1]([C@H:8]1[NH:23][C:22](=[O:24])[C@@H:21]([CH3:25])[NH:20][C:19](=[O:26])[CH2:18][C@@H:17](/[CH:27]=[CH:28]/[CH2:29][CH2:30][SH:31])[O:16][C:15](=[O:51])[CH2:14][NH:13][C:12](=[O:52])[C@@H:11]([CH:53]([CH3:55])[CH3:54])[NH:10][C:9]1=[O:56])[C:2]1[CH:7]=[CH:6][CH:5]=[CH:4][CH:3]=1. (3) Given the reactants [CH:1]1([C:4]2[NH:8][N:7]=[C:6]([NH:9][C:10]3[C:15]([C:16]#[CH:17])=[CH:14][N:13]=[C:12]([C:18]4[S:22][C:21]([C:23]#N)=[CH:20][CH:19]=4)[N:11]=3)[CH:5]=2)[CH2:3][CH2:2]1.[C:25]([O-])([O-])=[O:26].[K+].[K+].[ClH:31].C[OH:33], predict the reaction product. The product is: [ClH:31].[CH:1]1([C:4]2[NH:8][N:7]=[C:6]([NH:9][C:10]3[C:15]([C:16]#[CH:17])=[CH:14][N:13]=[C:12]([C:18]4[S:22][C:21]([C:23]([O:26][CH3:25])=[O:33])=[CH:20][CH:19]=4)[N:11]=3)[CH:5]=2)[CH2:3][CH2:2]1. (4) The product is: [CH3:2][C:1]1[N:27]=[C:25]([C:21]2[NH:20][CH:24]=[CH:23][CH:22]=2)[N:7]([CH2:8][CH2:9][C:10]2[CH:15]=[CH:14][CH:13]=[CH:12][CH:11]=2)[C:5](=[O:6])[C:4]=1[CH2:16][CH:17]([CH3:19])[CH3:18]. Given the reactants [C:1]([CH:4]([CH2:16][CH:17]([CH3:19])[CH3:18])[C:5]([NH:7][CH2:8][CH2:9][C:10]1[CH:15]=[CH:14][CH:13]=[CH:12][CH:11]=1)=[O:6])(=O)[CH3:2].[NH:20]1[CH:24]=[CH:23][CH:22]=[C:21]1[C:25]([NH2:27])=O, predict the reaction product. (5) The product is: [F:38][C:26]1([F:25])[O:27][C:28]2[CH:34]=[CH:33][C:32]([C:2]3[N:7]4[N:8]=[C:9]([CH3:11])[CH:10]=[C:6]4[N:5]=[C:4]([NH:12][C:13](=[O:24])[C:14]4[CH:19]=[CH:18][C:17]([C:20]([OH:23])([CH3:22])[CH3:21])=[CH:16][CH:15]=4)[CH:3]=3)=[CH:31][C:29]=2[O:30]1. Given the reactants Cl[C:2]1[N:7]2[N:8]=[C:9]([CH3:11])[CH:10]=[C:6]2[N:5]=[C:4]([NH:12][C:13](=[O:24])[C:14]2[CH:19]=[CH:18][C:17]([C:20]([OH:23])([CH3:22])[CH3:21])=[CH:16][CH:15]=2)[CH:3]=1.[F:25][C:26]1([F:38])[O:30][C:29]2[CH:31]=[CH:32][C:33](B(O)O)=[CH:34][C:28]=2[O:27]1.O1CCOCC1, predict the reaction product. (6) Given the reactants [CH:1]1[CH:2]=[CH:3][C:4]([O:7][C:8]2[C:9]([N:21]3[CH2:25][CH2:24][CH2:23][CH2:22]3)=[CH:10][C:11]([C:18]([OH:20])=[O:19])=[CH:12][C:13]=2[S:14]([NH2:17])(=[O:16])=[O:15])=[CH:5][CH:6]=1.Cl[CH2:27][C:28]#[N:29].C(N(CC)CC)C, predict the reaction product. The product is: [NH2:17][S:14]([C:13]1[CH:12]=[C:11]([CH:10]=[C:9]([N:21]2[CH2:22][CH2:23][CH2:24][CH2:25]2)[C:8]=1[O:7][C:4]1[CH:5]=[CH:6][CH:1]=[CH:2][CH:3]=1)[C:18]([O:20][CH2:27][C:28]#[N:29])=[O:19])(=[O:16])=[O:15].